From a dataset of Forward reaction prediction with 1.9M reactions from USPTO patents (1976-2016). Predict the product of the given reaction. (1) Given the reactants C([O:3][C:4](=[O:17])[CH2:5][N:6]1[CH:10]=[CH:9][CH:8]=[C:7]1[S:11][C:12]1[S:13][CH:14]=[CH:15][CH:16]=1)C.Cl, predict the reaction product. The product is: [S:13]1[CH:14]=[CH:15][CH:16]=[C:12]1[S:11][C:7]1[N:6]([CH2:5][C:4]([OH:17])=[O:3])[CH:10]=[CH:9][CH:8]=1. (2) Given the reactants [OH:1][CH2:2][C@H:3]1[NH:8][CH2:7][CH2:6][N:5]([C:9]([O:11][C:12]([CH3:15])([CH3:14])[CH3:13])=[O:10])[CH2:4]1.[C:16](O)(=O)[CH3:17].C(O[BH-](O[C:30](=O)[CH3:31])OC(=O)C)(=O)C.[Na+].[C:34](=O)(O)[O-].[Na+].Cl[CH2:40][CH2:41]Cl, predict the reaction product. The product is: [CH2:34]([N:8]1[CH2:7][CH2:6][N:5]([C:9]([O:11][C:12]([CH3:15])([CH3:14])[CH3:13])=[O:10])[CH2:4][C@H:3]1[CH2:2][OH:1])[C:16]1[CH:17]=[CH:31][CH:30]=[CH:41][CH:40]=1. (3) Given the reactants [CH2:1]([C:4]1[CH:9]=[C:8]([Br:10])[CH:7]=[C:6]([N+:11]([O-:13])=[O:12])[C:5]=1[O:14][CH2:15][CH2:16][C:17]([F:20])([F:19])[F:18])[CH:2]=[CH2:3].[N+](=[CH2:23])=[N-].N(N(C)C(N)=O)=O.[OH-].[K+], predict the reaction product. The product is: [Br:10][C:8]1[CH:7]=[C:6]([N+:11]([O-:13])=[O:12])[C:5]([O:14][CH2:15][CH2:16][C:17]([F:20])([F:18])[F:19])=[C:4]([CH2:1][CH:2]2[CH2:23][CH2:3]2)[CH:9]=1. (4) Given the reactants [CH2:1]([N:3](CC)[CH2:4]C)C.CNC.O1CCCC1.[Br:16][C:17]1[CH:18]=[C:19]([S:23](Cl)(=[O:25])=[O:24])[CH:20]=[N:21][CH:22]=1, predict the reaction product. The product is: [Br:16][C:17]1[CH:18]=[C:19]([S:23]([N:3]([CH3:4])[CH3:1])(=[O:25])=[O:24])[CH:20]=[N:21][CH:22]=1. (5) Given the reactants COC1C=CC([CH2:7][N:8](C)[C:9]2[C:14]3=[C:15]([C:19]4[CH:20]=[N:21][N:22]([CH3:34])[C:23]=4[C:24]4[CH:29]=[CH:28][C:27]([C:30]([F:33])([F:32])[F:31])=[CH:26][N:25]=4)[N:16]=[C:17]([CH3:18])[N:13]3[N:12]=[CH:11][N:10]=2)=CC=1.FC(F)(F)C(O)=O.COC1C=CC=CC=1.C, predict the reaction product. The product is: [CH3:7][NH:8][C:9]1[C:14]2=[C:15]([C:19]3[CH:20]=[N:21][N:22]([CH3:34])[C:23]=3[C:24]3[CH:29]=[CH:28][C:27]([C:30]([F:33])([F:32])[F:31])=[CH:26][N:25]=3)[N:16]=[C:17]([CH3:18])[N:13]2[N:12]=[CH:11][N:10]=1. (6) Given the reactants O1CCCCC1[N:7]1[C:15]2[C:10](=[CH:11][C:12]([C:16]3[N:20]=[CH:19][N:18](C(C4C=CC=CC=4)(C4C=CC=CC=4)C4C=CC=CC=4)[N:17]=3)=[CH:13][CH:14]=2)[C:9]([C:40]2[CH:41]=[C:42]([NH:46][C:47](=[O:52])[CH2:48][CH2:49][CH2:50][CH3:51])[CH:43]=[CH:44][CH:45]=2)=[N:8]1, predict the reaction product. The product is: [NH:18]1[CH:19]=[N:20][C:16]([C:12]2[CH:11]=[C:10]3[C:15](=[CH:14][CH:13]=2)[NH:7][N:8]=[C:9]3[C:40]2[CH:41]=[C:42]([NH:46][C:47](=[O:52])[CH2:48][CH2:49][CH2:50][CH3:51])[CH:43]=[CH:44][CH:45]=2)=[N:17]1.